This data is from Forward reaction prediction with 1.9M reactions from USPTO patents (1976-2016). The task is: Predict the product of the given reaction. (1) Given the reactants B.[CH3:2]SC.[C:5]([O:9][C:10]([N:12]1[CH2:24][C@@H:23]([CH3:25])[N:22]2[C@H:14]([CH2:15][C:16]3[C:21]2=[N:20][C:19]([CH2:26][O:27]CCO)=[CH:18][CH:17]=3)[CH2:13]1)=[O:11])([CH3:8])([CH3:7])[CH3:6], predict the reaction product. The product is: [C:5]([O:9][C:10]([N:12]1[CH2:24][C@@H:23]([CH3:25])[N:22]2[C@H:14]([CH2:15][C:16]3[C:21]2=[N:20][C:19]([C@@H:26]([OH:27])[CH3:2])=[CH:18][CH:17]=3)[CH2:13]1)=[O:11])([CH3:6])([CH3:7])[CH3:8]. (2) Given the reactants FC(F)(F)C(O)=O.[NH2:8][C@H:9]([C:19]1[C:24]([C:25]2[CH:26]=[CH:27][C:28]([F:34])=[C:29]([CH:33]=2)[C:30]([NH2:32])=[O:31])=[CH:23][CH:22]=[CH:21][N:20]=1)[CH2:10][C:11]1[CH:16]=[C:15]([F:17])[CH:14]=[C:13]([F:18])[CH:12]=1.[C:35]([O:39][C:40]([N:42]1[CH2:46][C@H:45]([OH:47])[CH2:44][C@H:43]1[C:48](O)=[O:49])=[O:41])([CH3:38])([CH3:37])[CH3:36], predict the reaction product. The product is: [C:30]([C:29]1[CH:33]=[C:25]([C:24]2[C:19]([C@@H:9]([NH:8][C:48]([C@@H:43]3[CH2:44][C@@H:45]([OH:47])[CH2:46][N:42]3[C:40]([O:39][C:35]([CH3:38])([CH3:37])[CH3:36])=[O:41])=[O:49])[CH2:10][C:11]3[CH:12]=[C:13]([F:18])[CH:14]=[C:15]([F:17])[CH:16]=3)=[N:20][CH:21]=[CH:22][CH:23]=2)[CH:26]=[CH:27][C:28]=1[F:34])(=[O:31])[NH2:32]. (3) Given the reactants [Cl-].[CH3:2][O:3][CH2:4][P+](C1C=CC=CC=1)(C1C=CC=CC=1)C1C=CC=CC=1.CC(C)([O-])C.[K+].[F:30][C:31]([F:53])([F:52])[C:32]([NH:34][C@H:35]1[C:41](=O)[CH2:40][CH2:39][N:38]([C:43]2[N:44]([CH3:51])[N:45]=[CH:46][C:47]=2[N+:48]([O-:50])=[O:49])[CH2:37][CH2:36]1)=[O:33], predict the reaction product. The product is: [F:30][C:31]([F:53])([F:52])[C:32]([NH:34][C@H:35]1[C:41](=[CH:2][O:3][CH3:4])[CH2:40][CH2:39][N:38]([C:43]2[N:44]([CH3:51])[N:45]=[CH:46][C:47]=2[N+:48]([O-:50])=[O:49])[CH2:37][CH2:36]1)=[O:33]. (4) Given the reactants N1[CH:6]=[CH:5][CH:4]=[CH:3][C:2]=1[C:7]1[O:8][C:9]2[CH2:10][N:11]([C:16]3[CH:17]=[C:18]([CH:21]=[CH:22][CH:23]=3)[C:19]#[N:20])[CH2:12][CH2:13][C:14]=2[N:15]=1.N1C=CC=C[C:25]=1C(O)=O, predict the reaction product. The product is: [C:2]1([C:7]2[O:8][C:9]3[CH2:10][N:11]([C:16]4[CH:17]=[C:18]([CH:21]=[CH:22][CH:23]=4)[C:19]#[N:20])[CH2:12][CH2:13][C:14]=3[N:15]=2)[CH:25]=[CH:6][CH:5]=[CH:4][CH:3]=1. (5) The product is: [CH2:23]([N:20]1[C:5]2[N:6]=[C:7]([NH:10][CH2:11][CH2:12][CH:13]3[CH2:18][CH2:17][N:16]([CH3:19])[CH2:15][CH2:14]3)[N:8]=[CH:9][C:4]=2[CH:3]=[C:2]([C:32]2[CH:33]=[N:34][C:29]([S:26]([CH3:25])(=[O:28])=[O:27])=[CH:30][CH:31]=2)[C:21]1=[O:22])[CH3:24]. Given the reactants Br[C:2]1[C:21](=[O:22])[N:20]([CH2:23][CH3:24])[C:5]2[N:6]=[C:7]([NH:10][CH2:11][CH2:12][CH:13]3[CH2:18][CH2:17][N:16]([CH3:19])[CH2:15][CH2:14]3)[N:8]=[CH:9][C:4]=2[CH:3]=1.[CH3:25][S:26]([C:29]1[N:34]=[CH:33][C:32](B(O)O)=[CH:31][CH:30]=1)(=[O:28])=[O:27].P([O-])([O-])([O-])=O.[K+].[K+].[K+], predict the reaction product. (6) The product is: [C:1]([O:5][C:6](=[O:15])[NH:7][C@@H:8]([CH2:11][CH:12]([CH3:13])[CH3:14])[CH2:9][O:10][C:17]1[CH:18]=[CH:19][C:20]2[C:30]3[C:25](=[CH:26][N:27]=[C:28]([NH:31][C:32](=[O:34])[CH3:33])[CH:29]=3)[CH:24]([CH3:35])[O:23][C:21]=2[CH:22]=1)([CH3:4])([CH3:3])[CH3:2]. Given the reactants [C:1]([O:5][C:6](=[O:15])[NH:7][C@@H:8]([CH2:11][CH:12]([CH3:14])[CH3:13])[CH2:9][OH:10])([CH3:4])([CH3:3])[CH3:2].Cl[C:17]1[CH:18]=[CH:19][C:20]2[C:30]3[C:25](=[CH:26][N:27]=[C:28]([NH:31][C:32](=[O:34])[CH3:33])[CH:29]=3)[CH:24]([CH3:35])[O:23][C:21]=2[CH:22]=1, predict the reaction product. (7) Given the reactants [F:1][C:2]1[C:10]([CH3:11])=[C:9]2[C:5]([CH:6]=[CH:7][N:8]2[CH2:12][CH2:13][O:14][CH3:15])=[CH:4][CH:3]=1.[F:16][C:17]([F:28])([F:27])[C:18](O[C:18](=[O:19])[C:17]([F:28])([F:27])[F:16])=[O:19], predict the reaction product. The product is: [F:16][C:17]([F:28])([F:27])[C:18]([C:6]1[C:5]2[C:9](=[C:10]([CH3:11])[C:2]([F:1])=[CH:3][CH:4]=2)[N:8]([CH2:12][CH2:13][O:14][CH3:15])[CH:7]=1)=[O:19].